This data is from Full USPTO retrosynthesis dataset with 1.9M reactions from patents (1976-2016). The task is: Predict the reactants needed to synthesize the given product. (1) The reactants are: [CH2:1]([O:5][C:6]1[CH:11]=[CH:10][C:9]([S:12](Cl)(=[O:14])=[O:13])=[CH:8][CH:7]=1)[C:2]#[C:3][CH3:4].[F-:16].[K+].[F-].[F-].[Ca+2]. Given the product [CH2:1]([O:5][C:6]1[CH:11]=[CH:10][C:9]([S:12]([F:16])(=[O:14])=[O:13])=[CH:8][CH:7]=1)[C:2]#[C:3][CH3:4], predict the reactants needed to synthesize it. (2) Given the product [N:1]1[C:2]2[N:6]([N:5]=[C:4]3[CH2:7][N:8]([C:10]([O:12][C:13]([CH3:16])([CH3:15])[CH3:14])=[O:11])[CH2:9][C:3]=23)[N:30]=[CH:25][CH:27]=1, predict the reactants needed to synthesize it. The reactants are: [NH2:1][C:2]1[NH:6][N:5]=[C:4]2[CH2:7][N:8]([C:10]([O:12][C:13]([CH3:16])([CH3:15])[CH3:14])=[O:11])[CH2:9][C:3]=12.[OH-].[K+].NOS(O)(=O)=O.[CH:25]([CH:27]=O)=O.[Cl-].[NH4+:30].[Cl-].[Na+].O. (3) Given the product [CH:2]1[C:11]2[C:6](=[CH:7][CH:8]=[CH:9][CH:10]=2)[CH:5]=[CH:4][C:3]=1[C:12](=[O:15])[CH2:13][NH:14][S:22]([C:20]1[S:21][C:17]([Cl:16])=[CH:18][CH:19]=1)(=[O:24])=[O:23], predict the reactants needed to synthesize it. The reactants are: [Cl-].[CH:2]1[C:11]2[C:6](=[CH:7][CH:8]=[CH:9][CH:10]=2)[CH:5]=[CH:4][C:3]=1[C:12](=[O:15])[CH2:13][NH3+:14].[Cl:16][C:17]1[S:21][C:20]([S:22](Cl)(=[O:24])=[O:23])=[CH:19][CH:18]=1.CCN(CC)CC.